This data is from Reaction yield outcomes from USPTO patents with 853,638 reactions. The task is: Predict the reaction yield, written as a fraction of the theoretical maximum amount of product (1.0 means a 100% yield; for example, 0.34 means a 34% yield). (1) The reactants are [H-].[Na+].[CH3:3][NH:4][C:5]1[CH:6]=[C:7]([C:11]2[CH:16]=[CH:15][C:14]([CH:17]=O)=[CH:13][CH:12]=2)[CH:8]=[CH:9][CH:10]=1.[Cl-].[NH4+].[C:21]([O:24][CH2:25][CH3:26])(=[O:23])[CH3:22].O1CCC[CH2:28]1. No catalyst specified. The product is [CH3:28][C:22](=[CH:17][C:14]1[CH:13]=[CH:12][C:11]([C:7]2[CH:8]=[CH:9][CH:10]=[C:5]([NH:4][CH3:3])[CH:6]=2)=[CH:16][CH:15]=1)[C:21]([O:24][CH2:25][CH3:26])=[O:23]. The yield is 0.670. (2) The reactants are [CH2:1]([N:8]([CH:18]1[CH2:23][CH2:22][N:21]([CH:24]([CH3:44])[CH2:25][CH2:26][NH:27][C:28](=[O:43])[C:29]2[C:34]([CH3:35])=[CH:33][C:32]([C:36]3[CH:41]=[CH:40][N:39]=[CH:38][CH:37]=3)=[CH:31][C:30]=2[CH3:42])[CH2:20][CH2:19]1)[C:9]1[CH:17]=[CH:16][C:12]([C:13](O)=[O:14])=[CH:11][CH:10]=1)[C:2]1[CH:7]=[CH:6][CH:5]=[CH:4][CH:3]=1.[Cl-].[NH4+:46]. No catalyst specified. The product is [CH2:1]([N:8]([C:9]1[CH:17]=[CH:16][C:12]([C:13](=[O:14])[NH2:46])=[CH:11][CH:10]=1)[CH:18]1[CH2:23][CH2:22][N:21]([CH:24]([CH3:44])[CH2:25][CH2:26][NH:27][C:28](=[O:43])[C:29]2[C:34]([CH3:35])=[CH:33][C:32]([C:36]3[CH:37]=[CH:38][N:39]=[CH:40][CH:41]=3)=[CH:31][C:30]=2[CH3:42])[CH2:20][CH2:19]1)[C:2]1[CH:7]=[CH:6][CH:5]=[CH:4][CH:3]=1. The yield is 0.710.